From a dataset of Reaction yield outcomes from USPTO patents with 853,638 reactions. Predict the reaction yield, written as a fraction of the theoretical maximum amount of product (1.0 means a 100% yield; for example, 0.34 means a 34% yield). (1) The reactants are [CH:1]1[C:10]2[C:5](=[CH:6][CH:7]=[CH:8][CH:9]=2)[CH:4]=[C:3]([C:11]2[NH:15][C:14]3[CH:16]=[CH:17][CH:18]=[C:19]([C:20](O)=[O:21])[C:13]=3[N:12]=2)[N:2]=1.CN(C(ON1N=NC2C=CC=CC1=2)=[N+](C)C)C.F[P-](F)(F)(F)(F)F.[C:47]1([C:53]2[N:54]=[C:55]([NH2:58])[NH:56][CH:57]=2)[CH:52]=[CH:51][CH:50]=[CH:49][CH:48]=1. No catalyst specified. The product is [C:47]1([C:53]2[N:54]=[C:55]([NH:58][C:20]([C:19]3[C:13]4[N:12]=[C:11]([C:3]5[N:2]=[CH:1][C:10]6[C:5]([CH:4]=5)=[CH:6][CH:7]=[CH:8][CH:9]=6)[NH:15][C:14]=4[CH:16]=[CH:17][CH:18]=3)=[O:21])[NH:56][CH:57]=2)[CH:48]=[CH:49][CH:50]=[CH:51][CH:52]=1. The yield is 0.175. (2) The reactants are [CH2:1]([NH:3][C:4]1[C:9]([CH:10]=[CH:11][C:12]([O:14][CH2:15][CH3:16])=[O:13])=[CH:8][N:7]=[C:6]([NH:17][C:18]2[CH:23]=[CH:22][CH:21]=[CH:20][CH:19]=2)[N:5]=1)[CH3:2]. The catalyst is [Pd].C(O)C. The product is [CH2:15]([O:14][C:12](=[O:13])[CH2:11][CH2:10][C:9]1[C:4]([NH:3][CH2:1][CH3:2])=[N:5][C:6]([NH:17][C:18]2[CH:19]=[CH:20][CH:21]=[CH:22][CH:23]=2)=[N:7][CH:8]=1)[CH3:16]. The yield is 0.470. (3) The reactants are [O:1]=[C:2]1[C:7]([C:8]([O:10]C)=[O:9])=[CH:6][CH:5]=[CH:4][N:3]1[C:12]1[CH:17]=[CH:16][CH:15]=[CH:14][CH:13]=1.[Li+].[OH-].CCOC(C)=O.Cl. The catalyst is CO.O. The product is [O:1]=[C:2]1[C:7]([C:8]([OH:10])=[O:9])=[CH:6][CH:5]=[CH:4][N:3]1[C:12]1[CH:17]=[CH:16][CH:15]=[CH:14][CH:13]=1. The yield is 0.830.